From a dataset of Peptide-MHC class I binding affinity with 185,985 pairs from IEDB/IMGT. Regression. Given a peptide amino acid sequence and an MHC pseudo amino acid sequence, predict their binding affinity value. This is MHC class I binding data. (1) The peptide sequence is QMRDVLGTF. The MHC is HLA-B58:01 with pseudo-sequence HLA-B58:01. The binding affinity (normalized) is 0.0847. (2) The peptide sequence is VSWFASNAF. The MHC is H-2-Kb with pseudo-sequence H-2-Kb. The binding affinity (normalized) is 0.547.